Predict the product of the given reaction. From a dataset of Forward reaction prediction with 1.9M reactions from USPTO patents (1976-2016). (1) Given the reactants [Cl:1][C:2]1[CH:10]=[CH:9][C:5]([C:6](Cl)=[O:7])=[CH:4][CH:3]=1.C1COCC1.[F:16][C:17]([F:35])([F:34])[C:18]1[CH:22]=[C:21]([C:23]([F:26])([F:25])[F:24])[N:20]([C:27]2[CH:33]=[CH:32][C:30]([NH2:31])=[CH:29][CH:28]=2)[N:19]=1.C(N(CC)CC)C, predict the reaction product. The product is: [Cl:1][C:2]1[CH:10]=[CH:9][C:5]([C:6]([NH:31][C:30]2[CH:29]=[CH:28][C:27]([N:20]3[C:21]([C:23]([F:24])([F:25])[F:26])=[CH:22][C:18]([C:17]([F:35])([F:34])[F:16])=[N:19]3)=[CH:33][CH:32]=2)=[O:7])=[CH:4][CH:3]=1. (2) The product is: [NH2:1][CH2:2][C:3]#[C:4][C:5]1[CH2:6][C@H:7]2[CH:13]=[N:12][C:11]3[CH:14]=[C:15]([O:20][CH2:21][CH2:22][CH2:23][O:24][C:25]4[C:26]([O:43][CH3:44])=[CH:27][C:28]5[C:34](=[O:35])[N:33]6[CH:36]=[C:37]([C:39]7[CH:85]=[CH:83][C:82]([N:79]8[CH2:78][CH2:77][N:76]([CH3:75])[CH2:74][CH2:80]8)=[CH:41][CH:40]=7)[CH2:38][C@H:32]6[CH:31]=[N:30][C:29]=5[CH:42]=4)[C:16]([O:18][CH3:19])=[CH:17][C:10]=3[C:9](=[O:45])[N:8]2[CH:46]=1. Given the reactants [NH2:1][CH2:2][C:3]#[C:4][C:5]1[CH2:6][C@H:7]2[CH:13]=[N:12][C:11]3[CH:14]=[C:15]([O:20][CH2:21][CH2:22][CH2:23][O:24][C:25]4[C:26]([O:43][CH3:44])=[CH:27][C:28]5[C:34](=[O:35])[N:33]6[CH:36]=[C:37](/[CH:39]=[CH:40]/[CH3:41])[CH2:38][C@H:32]6[CH:31]=[N:30][C:29]=5[CH:42]=4)[C:16]([O:18][CH3:19])=[CH:17][C:10]=3[C:9](=[O:45])[N:8]2[CH:46]=1.NCC#[C:85][C:83]1C[C@H:78]2[CH:77]=[N:76][C:75]3C=C(OCCCOC4C(OC)=C[C:74]5[C:80](=O)[N:79]6[CH:82]=[C:83]([C:85]7C=CC8OCOC=8C=7)C[C@H:78]6[CH:77]=[N:76][C:75]=5C=4)C(OC)=C[C:74]=3[C:80](=O)[N:79]2[CH:82]=1, predict the reaction product. (3) Given the reactants [CH:1]12[C:10](=[O:11])[O:9][C:7](=[O:8])[CH:2]1[CH2:3][CH2:4][CH2:5][CH2:6]2.[CH2:12]([OH:21])[CH2:13][CH2:14][CH2:15][CH2:16][CH2:17][CH:18]([CH3:20])[CH3:19].[CH2:22](Cl)[C:23]1[CH:28]=[CH:27][CH:26]=[CH:25][CH:24]=1, predict the reaction product. The product is: [CH:2]1([C:7]([O:9][CH2:22][C:23]2[CH:28]=[CH:27][CH:26]=[CH:25][CH:24]=2)=[O:8])[CH2:3][CH2:4][CH2:5][CH2:6][CH:1]1[C:10]([O:21][CH2:12][CH2:13][CH2:14][CH2:15][CH2:16][CH2:17][CH:18]([CH3:20])[CH3:19])=[O:11]. (4) Given the reactants [OH:1][C:2]1[C:3](=[O:36])[N:4]([C:29]2[N:30]=[N:31][C:32]([CH3:35])=[CH:33][CH:34]=2)[CH:5]([C:18]2[CH:23]=[CH:22][C:21]([O:24][C:25]([F:28])([F:27])[F:26])=[CH:20][CH:19]=2)[C:6]=1[C:7](=[O:17])[C:8]1[CH:13]=[CH:12][C:11]([CH:14]([CH3:16])[CH3:15])=[CH:10][CH:9]=1.[C:37](O[C:37](=[O:41])[CH:38]([CH3:40])[CH3:39])(=[O:41])[CH:38]([CH3:40])[CH3:39], predict the reaction product. The product is: [CH:14]([C:11]1[CH:12]=[CH:13][C:8]([C:7]([C:6]2[CH:5]([C:18]3[CH:23]=[CH:22][C:21]([O:24][C:25]([F:27])([F:28])[F:26])=[CH:20][CH:19]=3)[N:4]([C:29]3[N:30]=[N:31][C:32]([CH3:35])=[CH:33][CH:34]=3)[C:3](=[O:36])[C:2]=2[O:1][C:37](=[O:41])[CH:38]([CH3:40])[CH3:39])=[O:17])=[CH:9][CH:10]=1)([CH3:16])[CH3:15].